This data is from Catalyst prediction with 721,799 reactions and 888 catalyst types from USPTO. The task is: Predict which catalyst facilitates the given reaction. Reactant: [NH2:1][C:2]1[C:7]([F:8])=[CH:6][N:5]([CH2:9][CH:10]2[CH2:12][CH2:11]2)[C:4](=[O:13])[N:3]=1.[Cl:14][C:15]1[CH:20]=[CH:19][CH:18]=[CH:17][C:16]=1[N:21]=[C:22]=[O:23]. Product: [Cl:14][C:15]1[CH:20]=[CH:19][CH:18]=[CH:17][C:16]=1[NH:21][C:22]([NH:1][C:2]1[C:7]([F:8])=[CH:6][N:5]([CH2:9][CH:10]2[CH2:12][CH2:11]2)[C:4](=[O:13])[N:3]=1)=[O:23]. The catalyst class is: 23.